Dataset: TCR-epitope binding with 47,182 pairs between 192 epitopes and 23,139 TCRs. Task: Binary Classification. Given a T-cell receptor sequence (or CDR3 region) and an epitope sequence, predict whether binding occurs between them. (1) The epitope is TEKSNIIRGW. The TCR CDR3 sequence is CASSSQDYEQYF. Result: 0 (the TCR does not bind to the epitope). (2) The epitope is RISNCVADY. The TCR CDR3 sequence is CATAGLNEQFF. Result: 0 (the TCR does not bind to the epitope). (3) The epitope is YLQPRTFLL. The TCR CDR3 sequence is CASSGTSGGAGEQFF. Result: 0 (the TCR does not bind to the epitope). (4) The epitope is QASQEVKNW. The TCR CDR3 sequence is CASSVDAGFTDTQYF. Result: 1 (the TCR binds to the epitope).